From a dataset of M1 muscarinic receptor antagonist screen with 61,756 compounds. Binary Classification. Given a drug SMILES string, predict its activity (active/inactive) in a high-throughput screening assay against a specified biological target. (1) The molecule is s1c(NC(=O)CSc2nc([nH]n2)c2ccccc2)c(c(c1C(OCC)=O)C)C#N. The result is 0 (inactive). (2) The compound is Clc1cc(S(=O)(=O)n2c(ncc2)C(C)C)c(OC)cc1. The result is 0 (inactive). (3) The drug is S(=O)(=O)(N1CCOCC1)c1cc(c(cc1)C)C(=O)NCc1ccc(F)cc1. The result is 0 (inactive). (4) The drug is O=C(N)C1CCN(CC1)C(CC)c1n(nnn1)CCC(C)C. The result is 0 (inactive).